The task is: Regression. Given two drug SMILES strings and cell line genomic features, predict the synergy score measuring deviation from expected non-interaction effect.. This data is from NCI-60 drug combinations with 297,098 pairs across 59 cell lines. (1) Drug 1: COC1=C(C=C2C(=C1)N=CN=C2NC3=CC(=C(C=C3)F)Cl)OCCCN4CCOCC4. Drug 2: CC1CCCC2(C(O2)CC(NC(=O)CC(C(C(=O)C(C1O)C)(C)C)O)C(=CC3=CSC(=N3)C)C)C. Cell line: EKVX. Synergy scores: CSS=33.3, Synergy_ZIP=-1.54, Synergy_Bliss=1.35, Synergy_Loewe=0.976, Synergy_HSA=0.969. (2) Drug 1: C1CC(C1)(C(=O)O)C(=O)O.[NH2-].[NH2-].[Pt+2]. Synergy scores: CSS=9.46, Synergy_ZIP=-4.68, Synergy_Bliss=-4.56, Synergy_Loewe=-5.79, Synergy_HSA=-5.49. Cell line: HOP-92. Drug 2: C1C(C(OC1N2C=NC3=C2NC=NCC3O)CO)O. (3) Drug 1: CN(CCCl)CCCl.Cl. Drug 2: COCCOC1=C(C=C2C(=C1)C(=NC=N2)NC3=CC=CC(=C3)C#C)OCCOC.Cl. Cell line: HCC-2998. Synergy scores: CSS=31.5, Synergy_ZIP=-1.12, Synergy_Bliss=-2.55, Synergy_Loewe=-7.14, Synergy_HSA=-0.0258. (4) Drug 1: C1CCN(CC1)CCOC2=CC=C(C=C2)C(=O)C3=C(SC4=C3C=CC(=C4)O)C5=CC=C(C=C5)O. Drug 2: C1=CN(C(=O)N=C1N)C2C(C(C(O2)CO)O)O.Cl. Cell line: LOX IMVI. Synergy scores: CSS=13.7, Synergy_ZIP=-7.50, Synergy_Bliss=-1.63, Synergy_Loewe=-1.48, Synergy_HSA=-1.41. (5) Drug 1: C1C(C(OC1N2C=C(C(=O)NC2=O)F)CO)O. Drug 2: C1CN(P(=O)(OC1)NCCCl)CCCl. Cell line: SR. Synergy scores: CSS=37.1, Synergy_ZIP=0.898, Synergy_Bliss=1.74, Synergy_Loewe=-37.2, Synergy_HSA=0.0931. (6) Drug 1: C1=CC(=CC=C1CC(C(=O)O)N)N(CCCl)CCCl.Cl. Drug 2: CC(C1=C(C=CC(=C1Cl)F)Cl)OC2=C(N=CC(=C2)C3=CN(N=C3)C4CCNCC4)N. Cell line: A549. Synergy scores: CSS=23.9, Synergy_ZIP=-6.87, Synergy_Bliss=-2.70, Synergy_Loewe=-10.2, Synergy_HSA=-2.66. (7) Drug 1: CN(C(=O)NC(C=O)C(C(C(CO)O)O)O)N=O. Drug 2: C(CN)CNCCSP(=O)(O)O. Cell line: SR. Synergy scores: CSS=57.2, Synergy_ZIP=6.74, Synergy_Bliss=7.73, Synergy_Loewe=-15.0, Synergy_HSA=8.84.